Dataset: Reaction yield outcomes from USPTO patents with 853,638 reactions. Task: Predict the reaction yield, written as a fraction of the theoretical maximum amount of product (1.0 means a 100% yield; for example, 0.34 means a 34% yield). (1) The reactants are [BH4-].[Na+].[CH3:3][O:4][C:5]([C:7]1([C:10]2[CH:11]=[C:12]3[C:17](=[CH:18][CH:19]=2)[O:16][CH2:15][CH2:14][C:13]3=O)[CH2:9][CH2:8]1)=[O:6]. The catalyst is FC(F)(F)C(O)=O. The product is [CH3:3][O:4][C:5]([C:7]1([C:10]2[CH:11]=[C:12]3[C:17](=[CH:18][CH:19]=2)[O:16][CH2:15][CH2:14][CH2:13]3)[CH2:8][CH2:9]1)=[O:6]. The yield is 0.920. (2) The reactants are C[Si](C)(C)[N-][Si](C)(C)C.[Na+].[CH3:11][O:12][C:13]1[CH:14]=[CH:15][CH:16]=[C:17]2[C:22]=1[O:21][CH2:20][CH2:19][C:18]2=[O:23].[C:24](OCC)(=[O:30])[C:25]([O:27][CH2:28][CH3:29])=[O:26]. The catalyst is O1CCCC1.Cl. The product is [CH3:11][O:12][C:13]1[CH:14]=[CH:15][CH:16]=[C:17]2[C:22]=1[O:21][CH2:20][CH:19]([C:24](=[O:30])[C:25]([O:27][CH2:28][CH3:29])=[O:26])[C:18]2=[O:23]. The yield is 0.960.